This data is from Full USPTO retrosynthesis dataset with 1.9M reactions from patents (1976-2016). The task is: Predict the reactants needed to synthesize the given product. Given the product [C:1]([C:3]1([C:26]([O:27][CH2:28][CH3:29])=[O:30])[CH2:8][CH2:7][N:6]([C:9]([O:11][C:12]([CH3:15])([CH3:14])[CH3:13])=[O:10])[CH2:5][CH2:4]1)#[N:2], predict the reactants needed to synthesize it. The reactants are: [C:1]([CH:3]1[CH2:8][CH2:7][N:6]([C:9]([O:11][C:12]([CH3:15])([CH3:14])[CH3:13])=[O:10])[CH2:5][CH2:4]1)#[N:2].[Li+].C[Si]([N-][Si](C)(C)C)(C)C.[C:26](Cl)(=[O:30])[O:27][CH2:28][CH3:29].